Dataset: Full USPTO retrosynthesis dataset with 1.9M reactions from patents (1976-2016). Task: Predict the reactants needed to synthesize the given product. Given the product [CH2:1]([O:3][C:4]1[CH:13]=[C:12]([C:14]([C:15]2[CH:20]=[CH:19][CH:18]=[CH:17][N:16]=2)=[O:21])[CH:11]=[CH:10][C:5]=1[O:6][CH2:7][CH2:8][OH:9])[CH3:2], predict the reactants needed to synthesize it. The reactants are: [CH2:1]([O:3][C:4]1[CH:13]=[C:12]([CH:14]([OH:21])[C:15]2[CH:20]=[CH:19][CH:18]=[CH:17][N:16]=2)[CH:11]=[CH:10][C:5]=1[O:6][CH2:7][CH2:8][OH:9])[CH3:2].